Dataset: Full USPTO retrosynthesis dataset with 1.9M reactions from patents (1976-2016). Task: Predict the reactants needed to synthesize the given product. (1) Given the product [CH2:1]([S:8][C:9]1[N:10]=[CH:11][C:12]([NH2:16])=[CH:13][C:14]=1[Cl:15])[C:2]1[CH:3]=[CH:4][CH:5]=[CH:6][CH:7]=1, predict the reactants needed to synthesize it. The reactants are: [CH2:1]([S:8][C:9]1[C:14]([Cl:15])=[CH:13][C:12]([N+:16]([O-])=O)=[CH:11][N:10]=1)[C:2]1[CH:7]=[CH:6][CH:5]=[CH:4][CH:3]=1.Cl. (2) Given the product [Br:1][C:2]1[CH:7]=[CH:6][CH:5]=[C:4]([Cl:8])[C:3]=1[CH2:9][C:11]1[CH:16]=[CH:15][CH:14]=[C:13]([CH3:17])[CH:12]=1, predict the reactants needed to synthesize it. The reactants are: [Br:1][C:2]1[CH:7]=[CH:6][CH:5]=[C:4]([Cl:8])[C:3]=1[CH:9]([C:11]1[CH:12]=[C:13]([CH3:17])[CH:14]=[CH:15][CH:16]=1)O.[SiH](CC)(CC)CC.FC(F)(F)C(O)=O. (3) Given the product [CH:22]1([CH2:21][S:17][C:12]2[C:11]([C:4]3[CH:5]=[C:6]([F:10])[C:7]([O:8][CH3:9])=[C:2]([F:1])[CH:3]=3)=[CH:16][CH:15]=[CH:14][N:13]=2)[CH2:24][CH2:23]1, predict the reactants needed to synthesize it. The reactants are: [F:1][C:2]1[CH:3]=[C:4]([C:11]2[C:12]([SH:17])=[N:13][CH:14]=[CH:15][CH:16]=2)[CH:5]=[C:6]([F:10])[C:7]=1[O:8][CH3:9].[H-].[Na+].Br[CH2:21][CH:22]1[CH2:24][CH2:23]1.[NH4+].[Cl-]. (4) Given the product [CH2:1]([N:5]1[C:13]2[C:8](=[C:9]([N:17]([CH3:22])[S:18]([CH3:21])(=[O:20])=[O:19])[CH:10]=[C:11]([C:14]([NH:57][C@@H:58]([CH2:72][C:73]3[CH:74]=[C:75]([F:80])[CH:76]=[C:77]([F:79])[CH:78]=3)[C@H:59]([OH:71])[CH2:60][NH:61][CH2:62][C:63]3[CH:68]=[CH:67][CH:66]=[C:65]([CH2:69][CH3:70])[CH:64]=3)=[O:16])[CH:12]=2)[CH:7]=[CH:6]1)[CH2:2][CH2:3][CH3:4], predict the reactants needed to synthesize it. The reactants are: [CH2:1]([N:5]1[C:13]2[C:8](=[C:9]([N:17]([CH3:22])[S:18]([CH3:21])(=[O:20])=[O:19])[CH:10]=[C:11]([C:14]([OH:16])=O)[CH:12]=2)[CH:7]=[CH:6]1)[CH2:2][CH2:3][CH3:4].C1C=CC2N(O)N=NC=2C=1.CN(C(ON1N=NC2C=CC=NC1=2)=[N+](C)C)C.F[P-](F)(F)(F)(F)F.[NH2:57][C@@H:58]([CH2:72][C:73]1[CH:78]=[C:77]([F:79])[CH:76]=[C:75]([F:80])[CH:74]=1)[C@H:59]([OH:71])[CH2:60][NH:61][CH2:62][C:63]1[CH:68]=[CH:67][CH:66]=[C:65]([CH2:69][CH3:70])[CH:64]=1. (5) Given the product [CH3:14][O:13][C:4]1[S:3][C:2]2[NH:1][C:19](=[O:25])[N:42]([C@@H:40]([C:34]3[CH:39]=[CH:38][CH:37]=[CH:36][CH:35]=3)[CH3:41])[C:7](=[O:9])[C:6]=2[C:5]=1[CH3:12], predict the reactants needed to synthesize it. The reactants are: [NH2:1][C:2]1[S:3][C:4]([O:13][CH3:14])=[C:5]([CH3:12])[C:6]=1[C:7]([O:9]CC)=O.ClC(Cl)(O[C:19](=[O:25])OC(Cl)(Cl)Cl)Cl.C(N(CC)CC)C.[C:34]1([C@H:40]([NH2:42])[CH3:41])[CH:39]=[CH:38][CH:37]=[CH:36][CH:35]=1. (6) Given the product [C:31]([C:28]([C:24]1[CH:23]=[C:22]([CH:27]=[CH:26][CH:25]=1)[C:21]([NH:20][C:14]1[CH:15]=[CH:16][C:17]([O:18][CH3:19])=[C:12]([O:11][C:9]2[CH:8]=[CH:7][C:5]3[N:6]=[C:2]([NH:1][C:37]([CH:34]4[CH2:36][CH2:35]4)=[O:38])[S:3][C:4]=3[CH:10]=2)[CH:13]=1)=[O:33])([CH3:30])[CH3:29])#[N:32], predict the reactants needed to synthesize it. The reactants are: [NH2:1][C:2]1[S:3][C:4]2[CH:10]=[C:9]([O:11][C:12]3[CH:13]=[C:14]([NH:20][C:21](=[O:33])[C:22]4[CH:27]=[CH:26][CH:25]=[C:24]([C:28]([C:31]#[N:32])([CH3:30])[CH3:29])[CH:23]=4)[CH:15]=[CH:16][C:17]=3[O:18][CH3:19])[CH:8]=[CH:7][C:5]=2[N:6]=1.[CH:34]1([C:37](Cl)=[O:38])[CH2:36][CH2:35]1. (7) Given the product [Br:25][C:21]1[CH2:20][CH:19]([O:18][Si:5]([C:1]([CH3:4])([CH3:3])[CH3:2])([C:12]2[CH:17]=[CH:16][CH:15]=[CH:14][CH:13]=2)[C:6]2[CH:11]=[CH:10][CH:9]=[CH:8][CH:7]=2)[CH2:23][CH:22]=1, predict the reactants needed to synthesize it. The reactants are: [C:1]([Si:5]([O:18][CH:19]1[CH2:23][CH:22](Br)[CH:21]([Br:25])[CH2:20]1)([C:12]1[CH:17]=[CH:16][CH:15]=[CH:14][CH:13]=1)[C:6]1[CH:11]=[CH:10][CH:9]=[CH:8][CH:7]=1)([CH3:4])([CH3:3])[CH3:2].CC(C)([O-])C.[K+].O. (8) Given the product [CH3:1][O:2][C:3]([C:5]1[N:6]([CH2:20][C:21]([O:23][C:24]([CH3:27])([CH3:26])[CH3:25])=[O:22])[N:7]=[C:8]([N+:10]([O-:12])=[O:11])[CH:9]=1)=[O:4], predict the reactants needed to synthesize it. The reactants are: [CH3:1][O:2][C:3]([C:5]1[NH:6][N:7]=[C:8]([N+:10]([O-:12])=[O:11])[CH:9]=1)=[O:4].C(=O)([O-])[O-].[Cs+].[Cs+].Br[CH2:20][C:21]([O:23][C:24]([CH3:27])([CH3:26])[CH3:25])=[O:22].